Task: Predict which catalyst facilitates the given reaction.. Dataset: Catalyst prediction with 721,799 reactions and 888 catalyst types from USPTO (1) Reactant: [NH:1]1[C:10]2[CH2:9][CH2:8][CH2:7][C:6](=[O:11])[C:5]=2[CH:4]=[CH:3][C:2]1=[O:12].[CH2:13](Br)[C:14]1[CH:19]=[CH:18][CH:17]=[CH:16][CH:15]=1. Product: [CH2:13]([O:12][C:2]1[CH:3]=[CH:4][C:5]2[C:6](=[O:11])[CH2:7][CH2:8][CH2:9][C:10]=2[N:1]=1)[C:14]1[CH:19]=[CH:18][CH:17]=[CH:16][CH:15]=1. The catalyst class is: 11. (2) Reactant: [CH:1]1[C:10]2[C:5](=[CH:6][CH:7]=[CH:8][CH:9]=2)[CH:4]=[CH:3][C:2]=1[CH2:11][N:12]1[CH:16]=[C:15]([C:17]([OH:19])=O)[CH:14]=[N:13]1.[ClH:20].Cl.[NH2:22][CH2:23][C:24]1[CH:32]=[CH:31][C:27]([C:28](=[NH:30])[NH2:29])=[CH:26][CH:25]=1.CCN(C(C)C)C(C)C.CCCP(=O)=O.CCOC(C)=O. Product: [ClH:20].[C:28]([C:27]1[CH:31]=[CH:32][C:24]([CH2:23][NH:22][C:17]([C:15]2[CH:14]=[N:13][N:12]([CH2:11][C:2]3[CH:3]=[CH:4][C:5]4[C:10](=[CH:9][CH:8]=[CH:7][CH:6]=4)[CH:1]=3)[CH:16]=2)=[O:19])=[CH:25][CH:26]=1)(=[NH:29])[NH2:30]. The catalyst class is: 3. (3) Reactant: C([O:3][CH:4](OCC)[C:5]1[O:13][C:12]2[CH:11]=[C:10]([C:14]3[CH:19]=[CH:18][C:17]([O:20][CH3:21])=[CH:16][CH:15]=3)[N:9]=[CH:8][C:7]=2[CH:6]=1)C.Cl.C(=O)(O)[O-].[Na+]. Product: [CH3:21][O:20][C:17]1[CH:16]=[CH:15][C:14]([C:10]2[N:9]=[CH:8][C:7]3[CH:6]=[C:5]([CH:4]=[O:3])[O:13][C:12]=3[CH:11]=2)=[CH:19][CH:18]=1. The catalyst class is: 7. (4) Reactant: [H-].[Na+].[Br:3][C:4]1[C:17]2[C:8](=[N:9][C:10]3[C:15]([C:16]=2Cl)=[CH:14][CH:13]=[CH:12][CH:11]=3)[CH:7]=[CH:6][CH:5]=1.[CH3:19][C:20]([NH:22][C:23]1[CH:28]=[CH:27][C:26]([OH:29])=[CH:25][CH:24]=1)=[O:21]. Product: [Br:3][C:4]1[C:17]2[C:8](=[N:9][C:10]3[C:15]([C:16]=2[O:29][C:26]2[CH:25]=[CH:24][C:23]([NH:22][C:20](=[O:21])[CH3:19])=[CH:28][CH:27]=2)=[CH:14][CH:13]=[CH:12][CH:11]=3)[CH:7]=[CH:6][CH:5]=1. The catalyst class is: 3. (5) Reactant: [Br:1][C:2]1[CH:7]=[CH:6][C:5]([C:8]2([C:12]#N)[CH2:11][CH2:10][CH2:9]2)=[C:4]([O:14][CH3:15])[CH:3]=1.[OH2:16].Cl.[OH-:18].[K+]. Product: [Br:1][C:2]1[CH:7]=[CH:6][C:5]([C:8]2([C:12]([OH:18])=[O:16])[CH2:11][CH2:10][CH2:9]2)=[C:4]([O:14][CH3:15])[CH:3]=1. The catalyst class is: 196. (6) Reactant: [Cl:1][CH2:2][CH2:3][CH2:4][C:5](Cl)=[O:6].[CH3:8][O:9][C:10]([N:12]([C:24]1[C:33]([C:34]([O:36][CH3:37])=[O:35])=[C:32]2[C:27]([CH:28]3[CH2:38][CH:29]3[CH2:30][O:31]2)=[CH:26][CH:25]=1)[S:13]([C:16]1[CH:21]=[CH:20][C:19]([F:22])=[CH:18][C:17]=1[NH2:23])(=[O:15])=[O:14])=[O:11].C(N(CC)CC)C.C(=O)(O)[O-].[Na+]. Product: [CH3:8][O:9][C:10]([N:12]([C:24]1[C:33]([C:34]([O:36][CH3:37])=[O:35])=[C:32]2[C:27]([CH:28]3[CH2:38][CH:29]3[CH2:30][O:31]2)=[CH:26][CH:25]=1)[S:13]([C:16]1[CH:21]=[CH:20][C:19]([F:22])=[CH:18][C:17]=1[NH:23][C:5](=[O:6])[CH2:4][CH2:3][CH2:2][Cl:1])(=[O:14])=[O:15])=[O:11]. The catalyst class is: 1. (7) Reactant: [C:1]([C:4]1([CH3:26])[C:9]([NH2:10])=[CH:8][C:7]([C:11](N2C3C(=CC=CC=3)C(C)CC2(C)C)=[O:12])=[CH:6][CH2:5]1)(=[O:3])[CH3:2].[O:27]1[CH:31]=[CH:30][CH:29]=[C:28]1[C:32](Cl)=[O:33].[CH:35]([N:38](CC)[CH:39]([CH3:41])[CH3:40])([CH3:37])[CH3:36]. Product: [C:1]([C:4]1([CH3:26])[C:9]([NH:10][C:32]([C:28]2[O:27][CH:31]=[CH:30][CH:29]=2)=[O:33])=[CH:8][CH:7]([C:11]([C:5]2[C:35]([CH3:36])([CH3:37])[NH:38][C:39]3[C:40]([C:6]=2[CH3:7])=[CH:4][CH:1]=[CH:2][CH:41]=3)=[O:12])[CH2:6][CH2:5]1)(=[O:3])[CH3:2]. The catalyst class is: 7.